The task is: Predict the reaction yield, written as a fraction of the theoretical maximum amount of product (1.0 means a 100% yield; for example, 0.34 means a 34% yield).. This data is from Reaction yield outcomes from USPTO patents with 853,638 reactions. (1) The reactants are [F:1][CH:2]([F:13])[CH:3]1[CH2:8][CH2:7][CH:6]([C:9]([O:11][CH3:12])=[O:10])[CH2:5][CH2:4]1.N#N.C([N-]C(C)C)(C)C.[Li+].[Br:24][C:25]1[CH:30]=[CH:29][C:28]([CH2:31]Br)=[C:27]([I:33])[CH:26]=1. The catalyst is C1COCC1. The product is [Br:24][C:25]1[CH:30]=[CH:29][C:28]([CH2:31][C:6]2([C:9]([O:11][CH3:12])=[O:10])[CH2:5][CH2:4][CH:3]([CH:2]([F:13])[F:1])[CH2:8][CH2:7]2)=[C:27]([I:33])[CH:26]=1. The yield is 0.530. (2) The reactants are [CH2:1]([O:8][C:9](=[O:37])[C@@H:10]1[CH2:14]CC[N:11]1[C:15](=[O:36])[CH2:16][CH2:17][C:18](=[O:35])[C@@H:19]([NH:27][C:28]([O:30][C:31]([CH3:34])([CH3:33])[CH3:32])=[O:29])[CH2:20][C:21]1[CH:26]=[CH:25][CH:24]=[CH:23][CH:22]=1)C1C=CC=CC=1.[C:38]1(C[C@H](NC(OC(C)(C)C)=O)C(=O)CCC(O)=O)[CH:43]=[CH:42][CH:41]=[CH:40][CH:39]=1.Cl.COC(=O)[C@H](CC1C=CC=CC=1)N.O.ON1C2C=CC=CC=2N=N1.Cl.C(N=C=NCCCN(C)C)C.CCN(C(C)C)C(C)C. The catalyst is CN(C=O)C.C(Cl)Cl. The product is [CH3:1][O:8][C:9](=[O:37])[C@H:10]([CH2:14][C:38]1[CH:43]=[CH:42][CH:41]=[CH:40][CH:39]=1)[NH:11][C:15](=[O:36])[CH2:16][CH2:17][C:18](=[O:35])[C@@H:19]([NH:27][C:28]([O:30][C:31]([CH3:33])([CH3:32])[CH3:34])=[O:29])[CH2:20][C:21]1[CH:22]=[CH:23][CH:24]=[CH:25][CH:26]=1. The yield is 0.950. (3) The reactants are [Cl:1][C:2]1[CH:7]=[CH:6][C:5]([C:8]2[C:12]([CH2:13][O:14][C:15]3[CH:23]=[CH:22][C:18]([C:19]([OH:21])=O)=[CH:17][N:16]=3)=[C:11]([CH3:24])[O:10][N:9]=2)=[CH:4][CH:3]=1.CC1ON=C(C2C=CC=CC=2)C=1COC1C=CC(C(O)=O)=CN=1.[NH2:48][C:49]([CH3:53])([CH3:52])[CH2:50][OH:51]. No catalyst specified. The product is [Cl:1][C:2]1[CH:3]=[CH:4][C:5]([C:8]2[C:12]([CH2:13][O:14][C:15]3[CH:23]=[CH:22][C:18]([C:19]([NH:48][C:49]([CH3:53])([CH3:52])[CH2:50][OH:51])=[O:21])=[CH:17][N:16]=3)=[C:11]([CH3:24])[O:10][N:9]=2)=[CH:6][CH:7]=1. The yield is 0.300. (4) The reactants are C(O)(C(F)(F)F)=O.C(OC([N:15]1[CH2:19][CH2:18][CH2:17][C@H:16]1[C:20]1[N:21](COCC[Si](C)(C)C)[C:22]([C:25]2[CH:26]=[N:27][C:28]([C:31]3[CH:36]=[CH:35][C:34]([C:37]4[NH:38][C:39]([C@@H:42]5[CH2:46][CH2:45][CH2:44][N:43]5C(OC(C)(C)C)=O)=[N:40][CH:41]=4)=[CH:33][CH:32]=3)=[N:29][CH:30]=2)=[CH:23][N:24]=1)=O)(C)(C)C. The catalyst is C(Cl)Cl. The product is [NH:15]1[CH2:19][CH2:18][CH2:17][C@H:16]1[C:20]1[NH:21][C:22]([C:25]2[CH:26]=[N:27][C:28]([C:31]3[CH:36]=[CH:35][C:34]([C:37]4[NH:38][C:39]([C@@H:42]5[CH2:46][CH2:45][CH2:44][NH:43]5)=[N:40][CH:41]=4)=[CH:33][CH:32]=3)=[N:29][CH:30]=2)=[CH:23][N:24]=1. The yield is 0.360. (5) The reactants are [Cl-].[Cl-].[Cl-].[Al+3].[CH2:5]([NH:7][CH2:8][CH3:9])[CH3:6].[OH:10][C@@H:11]1[CH2:14][C@H:13]([C:15]([O:17]CC2C=CC=CC=2)=O)[CH2:12]1.C(=O)(O)[O-].[Na+]. The catalyst is ClCCl. The product is [CH2:5]([N:7]([CH2:8][CH3:9])[C:15]([C@H:13]1[CH2:12][C@@H:11]([OH:10])[CH2:14]1)=[O:17])[CH3:6]. The yield is 0.940. (6) The reactants are [Cl:1][C:2]1[CH:7]=[CH:6][C:5]([C:8]2[N:12]([CH:13]([CH:16]3[CH2:21][CH2:20][CH2:19][CH2:18][CH2:17]3)[CH2:14][OH:15])[C:11]3[CH:22]=[C:23]([F:27])[C:24]([F:26])=[CH:25][C:10]=3[N:9]=2)=[CH:4][CH:3]=1.[CH3:28][O:29][C:30](=[O:40])[C:31]1[C:36]([CH3:37])=[CH:35][C:34](O)=[CH:33][C:32]=1[CH3:39].N(C(OC(C)(C)C)=O)=NC(OC(C)(C)C)=O. No catalyst specified. The product is [CH3:28][O:29][C:30](=[O:40])[C:31]1[C:32]([CH3:39])=[CH:33][C:34]([O:15][CH2:14][CH:13]([N:12]2[C:11]3[CH:22]=[C:23]([F:27])[C:24]([F:26])=[CH:25][C:10]=3[N:9]=[C:8]2[C:5]2[CH:6]=[CH:7][C:2]([Cl:1])=[CH:3][CH:4]=2)[CH:16]2[CH2:17][CH2:18][CH2:19][CH2:20][CH2:21]2)=[CH:35][C:36]=1[CH3:37]. The yield is 0.120. (7) The reactants are Cl[CH2:2][C:3]1[CH:28]=[CH:27][C:6]([O:7][CH2:8][C:9]2[N:10]=[C:11]([C:15]3[CH:20]=[CH:19][C:18]([CH2:21][C:22]([O:24][CH2:25][CH3:26])=[O:23])=[CH:17][CH:16]=3)[O:12][C:13]=2[CH3:14])=[C:5]([O:29][CH3:30])[CH:4]=1.[OH:31][C:32]1[C:36](/[CH:37]=[CH:38]/[C:39]2[N:40]=[C:41]([N:45]3[CH2:50][CH2:49][N:48]([C:51]([O:53][C:54]([CH3:57])([CH3:56])[CH3:55])=[O:52])[CH2:47][CH2:46]3)[S:42][C:43]=2[CH3:44])=[CH:35][N:34]([C:58]2[CH:63]=[CH:62][CH:61]=[CH:60][CH:59]=2)[N:33]=1.C(=O)([O-])[O-].[K+].[K+].CN(C)C=O. The catalyst is O. The product is [CH2:25]([O:24][C:22](=[O:23])[CH2:21][C:18]1[CH:17]=[CH:16][C:15]([C:11]2[O:12][C:13]([CH3:14])=[C:9]([CH2:8][O:7][C:6]3[CH:27]=[CH:28][C:3]([CH2:2][O:31][C:32]4[C:36](/[CH:37]=[CH:38]/[C:39]5[N:40]=[C:41]([N:45]6[CH2:50][CH2:49][N:48]([C:51]([O:53][C:54]([CH3:57])([CH3:56])[CH3:55])=[O:52])[CH2:47][CH2:46]6)[S:42][C:43]=5[CH3:44])=[CH:35][N:34]([C:58]5[CH:59]=[CH:60][CH:61]=[CH:62][CH:63]=5)[N:33]=4)=[CH:4][C:5]=3[O:29][CH3:30])[N:10]=2)=[CH:20][CH:19]=1)[CH3:26]. The yield is 0.410.